From a dataset of Peptide-MHC class II binding affinity with 134,281 pairs from IEDB. Regression. Given a peptide amino acid sequence and an MHC pseudo amino acid sequence, predict their binding affinity value. This is MHC class II binding data. (1) The peptide sequence is ANVMAASLRKAGKSV. The MHC is DRB1_1301 with pseudo-sequence DRB1_1301. The binding affinity (normalized) is 0.820. (2) The binding affinity (normalized) is 0.414. The MHC is DRB1_0901 with pseudo-sequence DRB1_0901. The peptide sequence is KHIVWASRELERFAV. (3) The peptide sequence is VTKDTNDNNLYKLHG. The MHC is DRB5_0101 with pseudo-sequence DRB5_0101. The binding affinity (normalized) is 0.427. (4) The peptide sequence is GVDYTITVYAVTYYK. The MHC is HLA-DPA10103-DPB10401 with pseudo-sequence HLA-DPA10103-DPB10401. The binding affinity (normalized) is 0.717. (5) The peptide sequence is AAATATTTVYGAFAA. The MHC is HLA-DPA10103-DPB10401 with pseudo-sequence HLA-DPA10103-DPB10401. The binding affinity (normalized) is 0.122. (6) The peptide sequence is LDVVKLLYNEQFAVQ. The MHC is DRB3_0101 with pseudo-sequence DRB3_0101. The binding affinity (normalized) is 0.497. (7) The peptide sequence is YTDYLTVMDRYSVDA. The MHC is HLA-DQA10201-DQB10303 with pseudo-sequence HLA-DQA10201-DQB10303. The binding affinity (normalized) is 0.485.